Task: Predict the reactants needed to synthesize the given product.. Dataset: Full USPTO retrosynthesis dataset with 1.9M reactions from patents (1976-2016) (1) Given the product [C:22]([O:26][C:27](=[O:49])[N:28]([CH2:47][CH3:48])[C:29]1[S:30][C:31]([C:2]2[N:7]=[C:6]([NH:8][C:9]3[N:14]=[CH:13][C:12]4[N:15]=[C:16]([CH3:21])[N:17]([CH:18]([CH3:20])[CH3:19])[C:11]=4[CH:10]=3)[CH:5]=[CH:4][N:3]=2)=[CH:32][N:33]=1)([CH3:25])([CH3:24])[CH3:23], predict the reactants needed to synthesize it. The reactants are: Cl[C:2]1[N:7]=[C:6]([NH:8][C:9]2[N:14]=[CH:13][C:12]3[N:15]=[C:16]([CH3:21])[N:17]([CH:18]([CH3:20])[CH3:19])[C:11]=3[CH:10]=2)[CH:5]=[CH:4][N:3]=1.[C:22]([O:26][C:27](=[O:49])[N:28]([CH2:47][CH3:48])[C:29]1[S:30][C:31]([Sn](CCCC)(CCCC)CCCC)=[CH:32][N:33]=1)([CH3:25])([CH3:24])[CH3:23].O1CCOCC1.[F-].[K+]. (2) Given the product [C:19]([C:18]1[CH:17]=[CH:16][C:15]([N:14]2[C:10]([C:8]3[C:7]([CH3:23])=[C:6]([C:24]4[CH:29]=[CH:28][CH:27]=[C:26]([C:30]([F:32])([F:33])[F:31])[CH:25]=4)[C:5]4[N:4]([N:3]=[C:2]([NH:1][C:38](=[O:39])[CH2:37][N:36]([CH3:41])[CH3:35])[N:34]=4)[CH:9]=3)=[CH:11][CH:12]=[N:13]2)=[CH:22][CH:21]=1)#[N:20], predict the reactants needed to synthesize it. The reactants are: [NH2:1][C:2]1[N:34]=[C:5]2[C:6]([C:24]3[CH:29]=[CH:28][CH:27]=[C:26]([C:30]([F:33])([F:32])[F:31])[CH:25]=3)=[C:7]([CH3:23])[C:8]([C:10]3[N:14]([C:15]4[CH:22]=[CH:21][C:18]([C:19]#[N:20])=[CH:17][CH:16]=4)[N:13]=[CH:12][CH:11]=3)=[CH:9][N:4]2[N:3]=1.[CH3:35][N:36]([CH3:41])[CH2:37][C:38](O)=[O:39].C(N(CC)CC)C.CN(C(ON1N=NC2C=CC=NC1=2)=[N+](C)C)C.F[P-](F)(F)(F)(F)F. (3) Given the product [CH:21]1([C:19]([N:16]2[CH2:17][CH2:18][C@@H:14]([CH2:13][N:12]3[CH:11]=[N:10][N:9]=[C:8]3[C:5]3[CH:6]=[CH:7][C:2]([C:4]4[C:5]([C:8]#[N:9])=[CH:6][CH:7]=[CH:2][CH:3]=4)=[CH:3][CH:4]=3)[CH2:15]2)=[O:20])[CH2:23][CH2:22]1, predict the reactants needed to synthesize it. The reactants are: Br[C:2]1[CH:7]=[CH:6][C:5]([C:8]2[N:12]([CH2:13][C@@H:14]3[CH2:18][CH2:17][N:16]([C:19]([CH:21]4[CH2:23][CH2:22]4)=[O:20])[CH2:15]3)[CH:11]=[N:10][N:9]=2)=[CH:4][CH:3]=1.C([O-])([O-])=O.[K+].[K+].[O-]S([O-])(=O)=O.[Na+].[Na+].